Dataset: Catalyst prediction with 721,799 reactions and 888 catalyst types from USPTO. Task: Predict which catalyst facilitates the given reaction. (1) Reactant: C1(COC([N:11]2[CH2:16][CH:15]=[C:14]([C:17]3[CH:22]=[CH:21][C:20]([N:23]4[CH2:27][C@H:26]([CH2:28][NH:29][C:30](=[O:32])[CH3:31])[O:25][C:24]4=[O:33])=[CH:19][CH:18]=3)[CH2:13][CH2:12]2)=O)C=CC=CC=1. Product: [O:33]=[C:24]1[N:23]([C:20]2[CH:21]=[CH:22][C:17]([CH:14]3[CH2:13][CH2:12][NH:11][CH2:16][CH2:15]3)=[CH:18][CH:19]=2)[CH2:27][C@H:26]([CH2:28][NH:29][C:30](=[O:32])[CH3:31])[O:25]1. The catalyst class is: 19. (2) Reactant: [NH2:1][C:2]1[C:3]2[N:4]([C:8]([C@H:12]3[CH2:17][CH2:16][C@H:15]([CH2:18][NH:19][C:20](=[O:29])[O:21][CH2:22][C:23]4[CH:28]=[CH:27][CH:26]=[CH:25][CH:24]=4)[CH2:14][CH2:13]3)=[N:9][C:10]=2I)[CH:5]=[CH:6][N:7]=1.C(OC([N:37]1[C:45]2[C:40](=[CH:41][CH:42]=[CH:43][CH:44]=2)[CH:39]=[C:38]1B(O)O)=O)(C)(C)C.O.C(=O)([O-])[O-].[Cs+].[Cs+]. Product: [NH3:1].[NH2:1][C:2]1[C:3]2[N:4]([C:8]([C@H:12]3[CH2:17][CH2:16][C@H:15]([CH2:18][NH:19][C:20](=[O:29])[O:21][CH2:22][C:23]4[CH:28]=[CH:27][CH:26]=[CH:25][CH:24]=4)[CH2:14][CH2:13]3)=[N:9][C:10]=2[C:38]2[NH:37][C:45]3[C:40]([CH:39]=2)=[CH:41][CH:42]=[CH:43][CH:44]=3)[CH:5]=[CH:6][N:7]=1. The catalyst class is: 276. (3) Reactant: C(=O)([O-])[O-].[Na+].[Na+].[CH3:7][C:8]1([CH3:15])[CH2:13][CH2:12][C:11](=O)[CH2:10][CH2:9]1.Cl.[NH2:17][OH:18]. Product: [CH3:7][C:8]1([CH3:15])[CH2:13][CH2:12][C:11](=[N:17][OH:18])[CH2:10][CH2:9]1. The catalyst class is: 97. (4) Reactant: [CH3:1][O:2][C:3]1[CH:12]=[CH:11][CH:10]=[C:9]2[C:4]=1[CH:5]=[CH:6][C:7](C(O)=O)=[CH:8]2.C[N:17](C=O)C.C(Cl)(=O)C(Cl)=O.[N-]=[N+]=[N-].[Na+].[OH-].[Na+]. Product: [CH3:1][O:2][C:3]1[CH:12]=[CH:11][CH:10]=[C:9]2[C:4]=1[CH:5]=[CH:6][C:7]([NH2:17])=[CH:8]2. The catalyst class is: 232. (5) Reactant: [Cl:1][C:2]1[CH:10]=[CH:9][C:5]([C:6]([OH:8])=O)=[C:4]([N+:11]([O-:13])=[O:12])[CH:3]=1.C(Cl)(=O)C(Cl)=O.N1C=CC=CC=1.[NH2:26][C:27]1[CH:32]=[CH:31][C:30]([Cl:33])=[CH:29][N:28]=1. Product: [Cl:1][C:2]1[CH:10]=[CH:9][C:5]([C:6]([NH:26][C:27]2[CH:32]=[CH:31][C:30]([Cl:33])=[CH:29][N:28]=2)=[O:8])=[C:4]([N+:11]([O-:13])=[O:12])[CH:3]=1. The catalyst class is: 139. (6) The catalyst class is: 4. Product: [Cl:1][C:2]1[N:7]=[N:6][C:5]([C:8]([N:29]2[CH2:28][CH2:27][C:25]3[N:26]=[C:21]([NH:20][CH:12]4[CH2:11][C:19]5[C:14](=[CH:15][CH:16]=[CH:17][CH:18]=5)[CH2:13]4)[N:22]=[CH:23][C:24]=3[CH2:30]2)=[O:10])=[CH:4][CH:3]=1. Reactant: [Cl:1][C:2]1[N:7]=[N:6][C:5]([C:8]([OH:10])=O)=[CH:4][CH:3]=1.[CH2:11]1[C:19]2[C:14](=[CH:15][CH:16]=[CH:17][CH:18]=2)[CH2:13][CH:12]1[NH:20][C:21]1[N:22]=[CH:23][C:24]2[CH2:30][NH:29][CH2:28][CH2:27][C:25]=2[N:26]=1.Cl.CN(C)CCCN=C=NCC.